Dataset: Full USPTO retrosynthesis dataset with 1.9M reactions from patents (1976-2016). Task: Predict the reactants needed to synthesize the given product. (1) Given the product [CH3:17][C:9]1[C:8]([CH3:18])=[C:7]([O:6][C:5]2[C:4]([N+:21]([O-:23])=[O:22])=[C:3]3[C:2](=[CH:20][CH:19]=2)[NH:1][C:25]([CH3:27])=[CH:24]3)[CH:12]=[CH:11][C:10]=1[CH2:13][C:14]([OH:16])=[O:15], predict the reactants needed to synthesize it. The reactants are: [NH2:1][C:2]1[CH:20]=[CH:19][C:5]([O:6][C:7]2[CH:12]=[CH:11][C:10]([CH2:13][C:14]([OH:16])=[O:15])=[C:9]([CH3:17])[C:8]=2[CH3:18])=[C:4]([N+:21]([O-:23])=[O:22])[CH:3]=1.[CH3:24][C:25]([CH3:27])=O.CC(C)([O-])C.[K+]. (2) Given the product [CH3:14][C:3]1[C:2]([C:16]#[N:15])=[CH:10][CH:9]=[C:8]2[C:4]=1[CH:5]=[CH:6][NH:7]2, predict the reactants needed to synthesize it. The reactants are: Br[C:2]1[C:3]([CH3:14])=[C:4]2[C:8](=[CH:9][CH:10]=1)[NH:7][C:6](C(O)=O)=[CH:5]2.[N:15]1C2C(=CC=CC=2)C=C[CH:16]=1. (3) The reactants are: [CH2:1]([N:3]([CH2:11][C:12]([N:14]1[CH2:19][CH2:18][S:17][C:16]2[CH:20]=[C:21]([N+:24]([O-:26])=[O:25])[CH:22]=[CH:23][C:15]1=2)=O)[C:4](=[O:10])[O:5][C:6]([CH3:9])([CH3:8])[CH3:7])[CH3:2].B.C1COCC1. Given the product [CH2:1]([N:3]([CH2:11][CH2:12][N:14]1[CH2:19][CH2:18][S:17][C:16]2[CH:20]=[C:21]([N+:24]([O-:26])=[O:25])[CH:22]=[CH:23][C:15]1=2)[C:4](=[O:10])[O:5][C:6]([CH3:9])([CH3:7])[CH3:8])[CH3:2], predict the reactants needed to synthesize it. (4) Given the product [CH3:1][O:2][C:3]1[CH:23]=[CH:22][C:21]([O:24][CH3:25])=[CH:20][C:4]=1[CH2:5][CH:6]1[C:15]2[C:10](=[C:11]([O:18][CH3:19])[CH:12]=[CH:13][C:14]=2[O:16][CH3:17])[CH2:9][CH2:8][N:7]1[CH2:27][C:28]([NH:38][CH2:37][C:32]1[CH:33]=[CH:34][CH:35]=[CH:36][N:31]=1)=[O:29], predict the reactants needed to synthesize it. The reactants are: [CH3:1][O:2][C:3]1[CH:23]=[CH:22][C:21]([O:24][CH3:25])=[CH:20][C:4]=1[CH2:5][CH:6]1[C:15]2[C:10](=[C:11]([O:18][CH3:19])[CH:12]=[CH:13][C:14]=2[O:16][CH3:17])[CH2:9][CH2:8][NH:7]1.Br[CH2:27][C:28](Br)=[O:29].[N:31]1[CH:36]=[CH:35][CH:34]=[CH:33][C:32]=1[CH2:37][NH2:38]. (5) Given the product [NH2:42][C:40](=[O:41])[CH2:39][O:30][CH:21]([C:18]1[CH:19]=[CH:20][C:15]([CH2:14][C:13]([NH:12][CH:11]([C:5]2[CH:6]=[CH:7][C:8]([CH3:10])=[CH:9][C:4]=2[CH3:3])[C:32]2[CH:37]=[CH:36][CH:35]=[CH:34][CH:33]=2)=[O:31])=[CH:16][CH:17]=1)[CH2:22][C:23]1[C:24]([CH3:29])=[N:25][CH:26]=[CH:27][CH:28]=1, predict the reactants needed to synthesize it. The reactants are: [H-].[Na+].[CH3:3][C:4]1[CH:9]=[C:8]([CH3:10])[CH:7]=[CH:6][C:5]=1[CH:11]([C:32]1[CH:37]=[CH:36][CH:35]=[CH:34][CH:33]=1)[NH:12][C:13](=[O:31])[CH2:14][C:15]1[CH:20]=[CH:19][C:18]([CH:21]([OH:30])[CH2:22][C:23]2[C:24]([CH3:29])=[N:25][CH:26]=[CH:27][CH:28]=2)=[CH:17][CH:16]=1.Br[CH2:39][C:40]([NH2:42])=[O:41].O. (6) Given the product [C:15]([O:19][C:20]([N:22]1[CH2:26][CH2:25][CH2:24][C@@H:23]1[CH2:27][O:14][C:11]1[CH:12]=[CH:13][C:8]([N:3]2[CH:4]=[CH:5][CH:6]=[CH:7]2)=[CH:9][CH:10]=1)=[O:21])([CH3:18])([CH3:16])[CH3:17], predict the reactants needed to synthesize it. The reactants are: [H-].[Na+].[N:3]1([C:8]2[CH:13]=[CH:12][C:11]([OH:14])=[CH:10][CH:9]=2)[CH:7]=[CH:6][CH:5]=[CH:4]1.[C:15]([O:19][C:20]([N:22]1[CH2:26][CH2:25][CH2:24][C@@H:23]1[CH2:27]OS(C1C=CC(C)=CC=1)(=O)=O)=[O:21])([CH3:18])([CH3:17])[CH3:16]. (7) Given the product [CH3:1][S:2]([C:5]1[NH:6][C:7](=[O:33])[CH:8]=[C:9]([C@@H:11]([NH:14][C:15]([C:17]2[C:18]3[CH:25]=[N:24][N:23]([C:26]4[CH:31]=[CH:30][C:29]([F:32])=[CH:28][CH:27]=4)[C:19]=3[CH:20]=[N:21][CH:22]=2)=[O:16])[CH2:12][CH3:13])[CH:10]=1)(=[O:3])=[O:4], predict the reactants needed to synthesize it. The reactants are: [CH3:1][S:2]([C:5]1[CH:10]=[C:9]([C@@H:11]([NH:14][C:15]([C:17]2[C:18]3[CH:25]=[N:24][N:23]([C:26]4[CH:31]=[CH:30][C:29]([F:32])=[CH:28][CH:27]=4)[C:19]=3[CH:20]=[N:21][CH:22]=2)=[O:16])[CH2:12][CH3:13])[CH:8]=[C:7]([O:33]C)[N:6]=1)(=[O:4])=[O:3].Br. (8) Given the product [CH2:1]([N:3]([CH:16]1[CH2:17][CH2:18][O:19][CH2:20][CH2:21]1)[C:4]1[C:5]([CH2:6][OH:7])=[CH:8][C:9]([C:12]([F:15])([F:14])[F:13])=[CH:10][N:11]=1)[CH3:2], predict the reactants needed to synthesize it. The reactants are: [CH2:1]([N:3]([CH:16]1[CH2:21][CH2:20][O:19][CH2:18][CH2:17]1)[C:4]1[N:11]=[CH:10][C:9]([C:12]([F:15])([F:14])[F:13])=[CH:8][C:5]=1[CH:6]=[O:7])[CH3:2].[BH4-].[Na+]. (9) Given the product [Br:1][C:2]1[CH:3]=[CH:4][C:5]2[O:10][N:11]=[CH:7][C:6]=2[CH:9]=1, predict the reactants needed to synthesize it. The reactants are: [Br:1][C:2]1[CH:3]=[CH:4][C:5]([OH:10])=[C:6]([CH:9]=1)[CH:7]=O.[NH2:11]OS(O)(=O)=O.C(=O)(O)[O-].[Na+]. (10) The reactants are: [Br:1][C:2]1[CH:3]=[CH:4][CH:5]=[C:6]2[C:22]=1[C:9]1([CH2:14][CH2:13][N:12](C(OC(C)(C)C)=O)[CH2:11][CH2:10]1)[CH2:8][CH:7]2[C:23]([CH3:30])([CH3:29])[C:24]([O:26][CH2:27][CH3:28])=[O:25]. Given the product [Br:1][C:2]1[CH:3]=[CH:4][CH:5]=[C:6]2[C:22]=1[C:9]1([CH2:10][CH2:11][NH:12][CH2:13][CH2:14]1)[CH2:8][CH:7]2[C:23]([CH3:29])([CH3:30])[C:24]([O:26][CH2:27][CH3:28])=[O:25], predict the reactants needed to synthesize it.